Regression. Given a peptide amino acid sequence and an MHC pseudo amino acid sequence, predict their binding affinity value. This is MHC class I binding data. From a dataset of Peptide-MHC class I binding affinity with 185,985 pairs from IEDB/IMGT. The peptide sequence is IPQFLDSWWTSL. The MHC is H-2-Ld with pseudo-sequence H-2-Ld. The binding affinity (normalized) is 0.865.